The task is: Predict the reactants needed to synthesize the given product.. This data is from Full USPTO retrosynthesis dataset with 1.9M reactions from patents (1976-2016). (1) Given the product [OH:2][C:3]1[CH:8]=[CH:7][C:6]([CH3:9])=[CH:5][C:4]=1[C:10]1[N:15]=[C:14]([N:16]2[C:20]([C:21]([F:24])([F:23])[F:22])=[C:19]([C:25]([O:27][CH2:28][CH3:29])=[O:26])[CH:18]=[N:17]2)[CH:13]=[CH:12][CH:11]=1, predict the reactants needed to synthesize it. The reactants are: C[O:2][C:3]1[CH:8]=[CH:7][C:6]([CH3:9])=[CH:5][C:4]=1[C:10]1[N:15]=[C:14]([N:16]2[C:20]([C:21]([F:24])([F:23])[F:22])=[C:19]([C:25]([O:27][CH2:28][CH3:29])=[O:26])[CH:18]=[N:17]2)[CH:13]=[CH:12][CH:11]=1.B(Br)(Br)Br. (2) Given the product [C:1]([O:5][C@@H:6]([C:10]1[C:19]([CH:20]=[O:35])=[CH:18][C:17]2[C:12](=[CH:13][CH:14]=[CH:15][CH:16]=2)[C:11]=1[C:24]1[CH:29]=[CH:28][C:27]([Cl:30])=[CH:26][CH:25]=1)[C:7]([O:9][CH2:39][CH3:40])=[O:8])([CH3:4])([CH3:3])[CH3:2], predict the reactants needed to synthesize it. The reactants are: [C:1]([O:5][C@@H:6]([C:10]1[C:19]([CH2:20]N(C)C)=[CH:18][C:17]2[C:12](=[CH:13][CH:14]=[CH:15][CH:16]=2)[C:11]=1[C:24]1[CH:29]=[CH:28][C:27]([Cl:30])=[CH:26][CH:25]=1)[C:7]([OH:9])=[O:8])([CH3:4])([CH3:3])[CH3:2].C[N+]1([O-])CC[O:35]CC1.[C:39](#N)[CH3:40]. (3) Given the product [CH:7]12[NH:2][CH:3]([CH2:10][CH2:9][CH2:8]1)[CH2:4][CH:5]([NH:11][C:12](=[O:18])[O:13][C:14]([CH3:16])([CH3:15])[CH3:17])[CH2:6]2, predict the reactants needed to synthesize it. The reactants are: C[N:2]1[CH:7]2[CH2:8][CH2:9][CH2:10][CH:3]1[CH2:4][CH:5]([NH:11][C:12](=[O:18])[O:13][C:14]([CH3:17])([CH3:16])[CH3:15])[CH2:6]2.[OH-].[Na+].[O-][Mn](=O)(=O)=O.[K+]. (4) Given the product [C:25]1([S:22]([C:17]2[CH:18]=[CH:19][CH:20]=[CH:21][C:16]=2[CH2:15][C:7]2[C:8]3[C:13](=[CH:12][CH:11]=[C:10]([F:14])[CH:9]=3)[N:5]([CH2:4][C:3]([OH:32])=[O:2])[C:6]=2[CH3:31])(=[O:24])=[O:23])[CH:26]=[CH:27][CH:28]=[CH:29][CH:30]=1, predict the reactants needed to synthesize it. The reactants are: C[O:2][C:3](=[O:32])[CH2:4][N:5]1[C:13]2[C:8](=[CH:9][C:10]([F:14])=[CH:11][CH:12]=2)[C:7]([CH2:15][C:16]2[CH:21]=[CH:20][CH:19]=[CH:18][C:17]=2[S:22]([C:25]2[CH:30]=[CH:29][CH:28]=[CH:27][CH:26]=2)(=[O:24])=[O:23])=[C:6]1[CH3:31].O1CCCC1.[OH-].[Na+].Cl. (5) Given the product [F:17][C:2]1([F:1])[O:6][C:5]2[CH:7]=[CH:8][C:9]([C:11]3([C:14]([NH:61][CH:49]4[C:48]5[C:53](=[CH:54][C:45]([O:44][CH3:43])=[CH:46][CH:47]=5)[O:52][CH:51]([C:55]5[CH:60]=[CH:59][CH:58]=[CH:57][CH:56]=5)[CH2:50]4)=[O:16])[CH2:12][CH2:13]3)=[CH:10][C:4]=2[O:3]1, predict the reactants needed to synthesize it. The reactants are: [F:1][C:2]1([F:17])[O:6][C:5]2[CH:7]=[CH:8][C:9]([C:11]3([C:14]([OH:16])=O)[CH2:13][CH2:12]3)=[CH:10][C:4]=2[O:3]1.CN(C(ON1N=NC2C=CC=NC1=2)=[N+](C)C)C.F[P-](F)(F)(F)(F)F.Cl.[CH3:43][O:44][C:45]1[CH:54]=[C:53]2[C:48]([CH:49]([NH2:61])[CH2:50][CH:51]([C:55]3[CH:60]=[CH:59][CH:58]=[CH:57][CH:56]=3)[O:52]2)=[CH:47][CH:46]=1.